This data is from Peptide-MHC class II binding affinity with 134,281 pairs from IEDB. The task is: Regression. Given a peptide amino acid sequence and an MHC pseudo amino acid sequence, predict their binding affinity value. This is MHC class II binding data. (1) The peptide sequence is LPVPPTVTVFKIPKK. The MHC is DRB1_1501 with pseudo-sequence DRB1_1501. The binding affinity (normalized) is 0.508. (2) The peptide sequence is ENGSMRVFVDVIRALD. The MHC is DRB1_0101 with pseudo-sequence DRB1_0101. The binding affinity (normalized) is 0.511. (3) The peptide sequence is YSEESPTEYTCISPN. The MHC is DRB1_0101 with pseudo-sequence DRB1_0101. The binding affinity (normalized) is 0.292. (4) The peptide sequence is HPQDGDALTLRTATN. The binding affinity (normalized) is 0. The MHC is HLA-DQA10501-DQB10201 with pseudo-sequence HLA-DQA10501-DQB10201. (5) The peptide sequence is PPFSRVVHLYRNGKD. The MHC is DRB1_0405 with pseudo-sequence DRB1_0405. The binding affinity (normalized) is 0.394. (6) The peptide sequence is MPFVTTQPEALAAAA. The MHC is DRB1_0301 with pseudo-sequence DRB1_0301. The binding affinity (normalized) is 0.211. (7) The peptide sequence is SAGRSRRSRRAIDLP. The MHC is DRB1_1301 with pseudo-sequence DRB1_1301. The binding affinity (normalized) is 0.834.